This data is from Full USPTO retrosynthesis dataset with 1.9M reactions from patents (1976-2016). The task is: Predict the reactants needed to synthesize the given product. (1) Given the product [CH2:1]([N:8]([CH:9]1[CH2:10][N:11]([C:16]([O:18][C:19]([CH3:20])([CH3:21])[CH3:22])=[O:17])[CH2:12][CH2:13][CH2:25][O:24]1)[CH3:23])[C:2]1[CH:3]=[CH:4][CH:5]=[CH:6][CH:7]=1, predict the reactants needed to synthesize it. The reactants are: [CH2:1]([N:8]([CH3:23])[CH:9]1CO[CH2:13][CH2:12][N:11]([C:16]([O:18][C:19]([CH3:22])([CH3:21])[CH3:20])=[O:17])[CH2:10]1)[C:2]1[CH:7]=[CH:6][CH:5]=[CH:4][CH:3]=1.[O:24]=[C:25]1COCCN(C(OC(C)(C)C)=O)C1.CNCC1C=CC=CC=1.C(O[BH-](OC(=O)C)OC(=O)C)(=O)C.[Na+]. (2) The reactants are: [CH:1]([C:4]1[CH:5]=[CH:6][C:7]([O:22][CH3:23])=[C:8]([C:10]2[CH:15]=[CH:14][C:13]([C:16]([F:19])([F:18])[F:17])=[CH:12][C:11]=2[CH2:20][NH2:21])[CH:9]=1)([CH3:3])[CH3:2].[F:24][C:25]([F:39])([F:38])[C:26]1[CH:27]=[C:28]([CH:31]=[C:32]([C:34]([F:37])([F:36])[F:35])[CH:33]=1)[CH2:29]Br.C[Si]([N-][Si](C)(C)C)(C)C.[K+].O. Given the product [F:24][C:25]([F:38])([F:39])[C:26]1[CH:27]=[C:28]([CH:31]=[C:32]([C:34]([F:37])([F:35])[F:36])[CH:33]=1)[CH2:29][NH:21][CH2:20][C:11]1[CH:12]=[C:13]([C:16]([F:17])([F:18])[F:19])[CH:14]=[CH:15][C:10]=1[C:8]1[CH:9]=[C:4]([CH:1]([CH3:3])[CH3:2])[CH:5]=[CH:6][C:7]=1[O:22][CH3:23], predict the reactants needed to synthesize it. (3) Given the product [F:1][C:2]([F:10])([F:9])[C:3]1[S:7][C:6]2=[N:8][C:13]([CH2:14][C:15]([O:17][CH2:18][CH3:19])=[O:16])=[CH:12][N:5]2[N:4]=1, predict the reactants needed to synthesize it. The reactants are: [F:1][C:2]([F:10])([F:9])[C:3]1[S:7][C:6]([NH2:8])=[N:5][N:4]=1.Cl[CH2:12][C:13](=O)[CH2:14][C:15]([O:17][CH2:18][CH3:19])=[O:16]. (4) Given the product [N:34]1[C:35]2[C:30](=[CH:29][C:28]([C:14]3[C:15]([CH3:27])=[N:16][N:17]([C:18]4[CH:23]=[CH:22][CH:21]=[CH:20][C:19]=4[O:24][CH2:25][CH3:26])[C:13]=3[NH:12][C:5]3[CH:6]=[CH:7][C:8]([O:10][CH3:11])=[CH:9][C:4]=3[C:3]([OH:38])=[O:2])=[CH:37][CH:36]=2)[N:31]=[CH:32][CH:33]=1, predict the reactants needed to synthesize it. The reactants are: C[O:2][C:3](=[O:38])[C:4]1[CH:9]=[C:8]([O:10][CH3:11])[CH:7]=[CH:6][C:5]=1[NH:12][C:13]1[N:17]([C:18]2[CH:23]=[CH:22][CH:21]=[CH:20][C:19]=2[O:24][CH2:25][CH3:26])[N:16]=[C:15]([CH3:27])[C:14]=1[C:28]1[CH:29]=[C:30]2[C:35](=[CH:36][CH:37]=1)[N:34]=[CH:33][CH:32]=[N:31]2.[OH-].[Na+].Cl.